This data is from Forward reaction prediction with 1.9M reactions from USPTO patents (1976-2016). The task is: Predict the product of the given reaction. (1) Given the reactants [CH:1]#[C:2][CH:3](O)[CH2:4][CH2:5][CH2:6][CH2:7][CH3:8].[NH2:10][C:11]1[CH:16]=[CH:15][CH:14]=[CH:13][CH:12]=1.Cl.NC1C=CC=CC=1, predict the reaction product. The product is: [CH3:1][C:2]1[NH:10][C:11]2[C:16]([C:3]=1[CH2:4][CH2:5][CH2:6][CH2:7][CH3:8])=[CH:15][CH:14]=[CH:13][CH:12]=2. (2) Given the reactants [Br:1][C:2]1[CH:3]=[C:4]([CH:7]=O)[O:5][CH:6]=1.[CH3:9][N:10]1[CH2:15][CH2:14][NH:13][CH2:12][CH2:11]1.C(O[BH-](OC(=O)C)OC(=O)C)(=O)C.[Na+].C(O)(=O)C.[OH-].[Na+], predict the reaction product. The product is: [Br:1][C:2]1[CH:3]=[C:4]([CH2:7][N:13]2[CH2:14][CH2:15][N:10]([CH3:9])[CH2:11][CH2:12]2)[O:5][CH:6]=1. (3) Given the reactants C(N(CC)CC)C.[NH2:8][C@@H:9]1[CH2:15][CH2:14][C@@H:13]([C:16]2[CH:21]=[CH:20][CH:19]=[CH:18][CH:17]=2)[CH2:12][N:11]([CH2:22][CH:23]2[CH2:25][CH2:24]2)[C:10]1=[O:26].ClC(O[C:31]1[CH:36]=[CH:35][C:34]([N+:37]([O-])=O)=C[CH:32]=1)=O.C(N(C(C)C)CC)(C)C.Cl.[C:50]1([CH:56]2[N:60](C3CCNCC3)[NH:59][C:58](=[O:67])[NH:57]2)[CH:55]=[CH:54][CH:53]=[CH:52][CH:51]=1.[O:68]1CCC[CH2:69]1, predict the reaction product. The product is: [CH:23]1([CH2:22][N:11]2[CH2:12][C@H:13]([C:16]3[CH:21]=[CH:20][CH:19]=[CH:18][CH:17]=3)[CH2:14][CH2:15][C@@H:9]([NH:8][C:69]([N:37]3[CH2:32][CH2:31][CH:36]([N:59]4[C:58](=[O:67])[NH:57][C:56]([C:50]5[CH:51]=[CH:52][CH:53]=[CH:54][CH:55]=5)=[N:60]4)[CH2:35][CH2:34]3)=[O:68])[C:10]2=[O:26])[CH2:25][CH2:24]1. (4) Given the reactants [CH3:1][C@H:2]1[CH2:7][CH2:6][C@H:5]([C:8]([N:10]([CH:26]([CH3:30])[CH2:27][S:28][CH3:29])[C:11]2[S:12][C:13]([C:20]3[CH:25]=[CH:24][CH:23]=[CH:22][CH:21]=3)=[CH:14][C:15]=2[C:16]([O:18]C)=[O:17])=[O:9])[CH2:4][CH2:3]1.O1CCOCC1.[OH-].[Li+].Cl, predict the reaction product. The product is: [CH3:1][C@H:2]1[CH2:3][CH2:4][C@H:5]([C:8]([N:10]([CH:26]([CH3:30])[CH2:27][S:28][CH3:29])[C:11]2[S:12][C:13]([C:20]3[CH:25]=[CH:24][CH:23]=[CH:22][CH:21]=3)=[CH:14][C:15]=2[C:16]([OH:18])=[O:17])=[O:9])[CH2:6][CH2:7]1. (5) Given the reactants [CH2:1]([O:8][C:9]([NH:11][C@@H:12]([CH3:16])[C:13]([OH:15])=O)=[O:10])[C:2]1[CH:7]=[CH:6][CH:5]=[CH:4][CH:3]=1.[C:17]([O:21][C:22]([N:24]1[CH2:29][CH2:28][CH:27]([NH:30][C:31]2[CH:36]=[CH:35][CH:34]=[CH:33][C:32]=2[NH2:37])[CH2:26][CH2:25]1)=[O:23])([CH3:20])([CH3:19])[CH3:18].C1C=CC2N(O)N=NC=2C=1.CN1CCOCC1.Cl.CN(C)CCCN=C=NCC, predict the reaction product. The product is: [C:17]([O:21][C:22]([N:24]1[CH2:29][CH2:28][CH:27]([NH:30][C:31]2[CH:36]=[CH:35][CH:34]=[CH:33][C:32]=2[NH:37][C:13](=[O:15])[C@@H:12]([NH:11][C:9]([O:8][CH2:1][C:2]2[CH:3]=[CH:4][CH:5]=[CH:6][CH:7]=2)=[O:10])[CH3:16])[CH2:26][CH2:25]1)=[O:23])([CH3:20])([CH3:18])[CH3:19].